This data is from Catalyst prediction with 721,799 reactions and 888 catalyst types from USPTO. The task is: Predict which catalyst facilitates the given reaction. (1) Reactant: [CH:1]1([C:7]([OH:9])=O)[CH2:6][CH2:5][CH2:4][CH2:3][CH2:2]1.C(N1C=CN=C1)(N1C=CN=C1)=O.CCN(CC)CC.Cl.CNOC.[CH2:34]([Mg]Cl)[C:35]1[CH:40]=[CH:39][CH:38]=[CH:37][CH:36]=1. Product: [CH:1]1([C:7](=[O:9])[CH2:34][C:35]2[CH:40]=[CH:39][CH:38]=[CH:37][CH:36]=2)[CH2:2][CH2:3][CH2:4][CH2:5][CH2:6]1. The catalyst class is: 2. (2) Reactant: [Cl:1][C:2]1[CH:3]=[C:4]([N:10]2[C:14]([CH3:15])=[C:13]([CH2:16][C:17]3[CH:25]=[CH:24][C:20]([C:21](O)=[O:22])=[CH:19][CH:18]=3)[C:12]([CH3:26])=[N:11]2)[CH:5]=[CH:6][C:7]=1[C:8]#[N:9].[OH:27][CH:28]1[CH2:33][CH2:32][NH:31][CH2:30][CH2:29]1.[Cl-].COC1N=C(OC)N=C([N+]2(C)CCOCC2)N=1.C1COCC1. Product: [Cl:1][C:2]1[CH:3]=[C:4]([N:10]2[C:14]([CH3:15])=[C:13]([CH2:16][C:17]3[CH:18]=[CH:19][C:20]([C:21]([N:31]4[CH2:32][CH2:33][CH:28]([OH:27])[CH2:29][CH2:30]4)=[O:22])=[CH:24][CH:25]=3)[C:12]([CH3:26])=[N:11]2)[CH:5]=[CH:6][C:7]=1[C:8]#[N:9]. The catalyst class is: 41. (3) Reactant: N[C:2]1[C:11]([CH3:12])=[CH:10][CH:9]=[C:8]2[C:3]=1[CH:4]=[N:5][NH:6][C:7]2=[O:13].N([O-])=O.[Na+].[I-:18]. Product: [I:18][C:2]1[C:11]([CH3:12])=[CH:10][CH:9]=[C:8]2[C:3]=1[CH:4]=[N:5][NH:6][C:7]2=[O:13]. The catalyst class is: 126. (4) Reactant: [N:1]1[CH:6]=[CH:5][CH:4]=[CH:3][C:2]=1[CH2:7][S:8][CH2:9][C@H:10]([NH:15][CH:16]([C:21]1[CH:26]=[CH:25][C:24]([F:27])=[CH:23][CH:22]=1)[C:17]([F:20])([F:19])[F:18])[C:11]([O:13]C)=[O:12].[OH-].[Na+]. Product: [N:1]1[CH:6]=[CH:5][CH:4]=[CH:3][C:2]=1[CH2:7][S:8][CH2:9][C@H:10]([NH:15][CH:16]([C:21]1[CH:26]=[CH:25][C:24]([F:27])=[CH:23][CH:22]=1)[C:17]([F:20])([F:18])[F:19])[C:11]([OH:13])=[O:12]. The catalyst class is: 5. (5) Reactant: Cl.[C:2]1([C:8](=[N:15][CH2:16][C:17]2([C:30]([O:32][CH2:33][CH3:34])=[O:31])[CH2:22][CH2:21][N:20](C(OC(C)(C)C)=O)[CH2:19][CH2:18]2)[C:9]2[CH:14]=[CH:13][CH:12]=[CH:11][CH:10]=2)[CH:7]=[CH:6][CH:5]=[CH:4][CH:3]=1. Product: [C:2]1([C:8](=[N:15][CH2:16][C:17]2([C:30]([O:32][CH2:33][CH3:34])=[O:31])[CH2:22][CH2:21][NH:20][CH2:19][CH2:18]2)[C:9]2[CH:14]=[CH:13][CH:12]=[CH:11][CH:10]=2)[CH:7]=[CH:6][CH:5]=[CH:4][CH:3]=1. The catalyst class is: 12. (6) Reactant: [CH3:1][O:2][C:3]1[CH:4]=[C:5]2[C:10](=[CH:11][C:12]=1[O:13][CH3:14])[N:9]=[C:8]([CH3:15])[N:7]=[C:6]2[O:16][C:17]1[CH:22]=[CH:21][C:20]([NH2:23])=[CH:19][CH:18]=1.[F:24][C:25]1[CH:30]=[CH:29][C:28]([NH:31][C:32]([C:34]2([C:37](O)=[O:38])[CH2:36][CH2:35]2)=[O:33])=[CH:27][CH:26]=1.CCN(C(C)C)C(C)C.CN(C(ON1N=NC2C=CC=NC1=2)=[N+](C)C)C.F[P-](F)(F)(F)(F)F. Product: [F:24][C:25]1[CH:26]=[CH:27][C:28]([NH:31][C:32]([C:34]2([C:37]([NH:23][C:20]3[CH:19]=[CH:18][C:17]([O:16][C:6]4[C:5]5[C:10](=[CH:11][C:12]([O:13][CH3:14])=[C:3]([O:2][CH3:1])[CH:4]=5)[N:9]=[C:8]([CH3:15])[N:7]=4)=[CH:22][CH:21]=3)=[O:38])[CH2:36][CH2:35]2)=[O:33])=[CH:29][CH:30]=1. The catalyst class is: 31. (7) Reactant: [NH2:1][C:2]1[C:3]([C:18]([O:20]C)=[O:19])=[N:4][C:5]([C:8]2[CH:13]=[CH:12][C:11]([S:14]([CH3:17])(=[O:16])=[O:15])=[CH:10][CH:9]=2)=[CH:6][N:7]=1.[Li+].[OH-].O.Cl. Product: [NH2:1][C:2]1[C:3]([C:18]([OH:20])=[O:19])=[N:4][C:5]([C:8]2[CH:13]=[CH:12][C:11]([S:14]([CH3:17])(=[O:16])=[O:15])=[CH:10][CH:9]=2)=[CH:6][N:7]=1. The catalyst class is: 5. (8) Reactant: [O:1]=[C:2]([CH2:8][C:9]([O:11][CH3:12])=[O:10])[CH2:3][C:4]([O:6][CH3:7])=[O:5].C([O-])(=O)C.[Na+].[Cl:18][C:19]1[CH:20]=[C:21]([N+:26]#[N:27])[CH:22]=[CH:23][C:24]=1[Cl:25]. Product: [Cl:18][C:19]1[CH:20]=[C:21]([NH:26]/[N:27]=[C:8](\[C:2](=[O:1])[CH2:3][C:4]([O:6][CH3:7])=[O:5])/[C:9]([O:11][CH3:12])=[O:10])[CH:22]=[CH:23][C:24]=1[Cl:25]. The catalyst class is: 40.